This data is from Catalyst prediction with 721,799 reactions and 888 catalyst types from USPTO. The task is: Predict which catalyst facilitates the given reaction. Reactant: [NH2:1][C:2]1[S:6][C:5]([NH:7][C:8]2[CH:17]=[CH:16][C:15]3[C:10](=[CH:11][CH:12]=[CH:13][CH:14]=3)[CH:9]=2)=[N:4][C:3]=1[C:18]([NH2:20])=[O:19].C(N(CC)C(C)C)(C)C.Cl[CH2:31][C:32]1[CH:40]=[CH:39][C:35]([C:36](Cl)=[O:37])=[CH:34][CH:33]=1.[CH3:41][N:42]1[CH2:47][CH2:46][NH:45][CH2:44][CH2:43]1. Product: [CH3:41][N:42]1[CH2:47][CH2:46][N:45]([CH2:31][C:32]2[CH:40]=[CH:39][C:35]([C:36]([NH:1][C:2]3[S:6][C:5]([NH:7][C:8]4[CH:17]=[CH:16][C:15]5[C:10](=[CH:11][CH:12]=[CH:13][CH:14]=5)[CH:9]=4)=[N:4][C:3]=3[C:18]([NH2:20])=[O:19])=[O:37])=[CH:34][CH:33]=2)[CH2:44][CH2:43]1. The catalyst class is: 566.